From a dataset of Reaction yield outcomes from USPTO patents with 853,638 reactions. Predict the reaction yield, written as a fraction of the theoretical maximum amount of product (1.0 means a 100% yield; for example, 0.34 means a 34% yield). (1) The reactants are [O:1]=[C:2]1[C:6]2([CH2:11][CH2:10][N:9]([CH2:12][CH2:13][CH2:14]N3C4C(=CC=CC=4)CC3=O)[CH2:8][CH2:7]2)[N:5]([C:25]2[CH:30]=[CH:29][CH:28]=[CH:27][CH:26]=2)[CH2:4][N:3]1[C@H:31]([C:39]1[CH:44]=[CH:43][CH:42]=[CH:41][CH:40]=1)[C:32]([O:34]C(C)(C)C)=[O:33].[O:45]1[CH2:50][CH2:49]OCC1. The catalyst is Cl. The product is [O:1]=[C:2]1[C:6]2([CH2:7][CH2:8][N:9]([CH2:12][CH2:13][CH2:14][C:50](=[O:45])[C:49]3[CH:10]=[CH:11][CH:6]=[CH:7][CH:8]=3)[CH2:10][CH2:11]2)[N:5]([C:25]2[CH:26]=[CH:27][CH:28]=[CH:29][CH:30]=2)[CH2:4][N:3]1[C@@H:31]([C:39]1[CH:40]=[CH:41][CH:42]=[CH:43][CH:44]=1)[C:32]([OH:34])=[O:33]. The yield is 0.280. (2) The reactants are Cl[S:2]([C:5]1[CH:6]=[C:7]([CH:23]=[CH:24][CH:25]=1)[C:8]([NH:10][C:11]1[CH:20]=[CH:19][C:18]([C:21]#[N:22])=[CH:17][C:12]=1[C:13]([O:15][CH3:16])=[O:14])=[O:9])(=[O:4])=[O:3].[NH:26]1[CH2:30][CH2:29][CH2:28][CH2:27]1. The catalyst is C(Cl)Cl.CC(OC)(C)C. The product is [C:21]([C:18]1[CH:19]=[CH:20][C:11]([NH:10][C:8](=[O:9])[C:7]2[CH:23]=[CH:24][CH:25]=[C:5]([S:2]([N:26]3[CH2:30][CH2:29][CH2:28][CH2:27]3)(=[O:4])=[O:3])[CH:6]=2)=[C:12]([CH:17]=1)[C:13]([O:15][CH3:16])=[O:14])#[N:22]. The yield is 0.840. (3) The reactants are [Cl:1][C:2]1[C:7]([C:8]2[NH:9][CH:10]=[C:11]([C:13]3[N:14]([CH:19]([CH3:21])[CH3:20])[N:15]=[C:16]([CH3:18])[N:17]=3)[N:12]=2)=[CH:6][N:5]=[C:4]([O:22][CH3:23])[CH:3]=1.C1(=O)O[CH2:27][CH2:26][O:25]1. The product is [Cl:1][C:2]1[CH:3]=[C:4]([O:22][CH3:23])[N:5]=[CH:6][C:7]=1[C:8]1[N:9]([CH2:27][CH2:26][OH:25])[CH:10]=[C:11]([C:13]2[N:14]([CH:19]([CH3:21])[CH3:20])[N:15]=[C:16]([CH3:18])[N:17]=2)[N:12]=1. The catalyst is C1(C)C=CC=CC=1. The yield is 0.340. (4) The reactants are [Cl:1][C:2]1[CH:10]=[C:9]2[C:5]([C:6]([C:11]([O:13][CH3:14])=[O:12])=[CH:7][NH:8]2)=[CH:4][C:3]=1B1OCC(C)(C)CO1.Cl.Br[C:25]1[CH:30]=[CH:29][C:28]([CH:31]2[CH2:34][CH2:33][NH:32]2)=[CH:27][CH:26]=1.C(=O)([O-])[O-].[K+].[K+].C1(C)C=CC=CC=1. The catalyst is C(OCC)(=O)C.C1C=CC(P(C2C=CC=CC=2)[C-]2C=CC=C2)=CC=1.C1C=CC(P(C2C=CC=CC=2)[C-]2C=CC=C2)=CC=1.Cl[Pd]Cl.[Fe+2].ClCCl.C(O)C. The product is [NH:32]1[CH2:33][CH2:34][CH:31]1[C:28]1[CH:29]=[CH:30][C:25]([C:3]2[CH:4]=[C:5]3[C:9](=[CH:10][C:2]=2[Cl:1])[NH:8][CH:7]=[C:6]3[C:11]([O:13][CH3:14])=[O:12])=[CH:26][CH:27]=1. The yield is 0.490. (5) The reactants are [OH:1][C:2]1[CH:3]=[C:4]([C:8]2[N:33]=[C:11]3[CH:12]=[C:13]([NH:16][C:17]([C:19]4[N:20]([CH3:32])[N:21]=[CH:22][C:23]=4[C:24]([N:26]4[CH2:31][CH2:30][O:29][CH2:28][CH2:27]4)=[O:25])=[O:18])[CH:14]=[CH:15][N:10]3[N:9]=2)[CH:5]=[CH:6][CH:7]=1.Br[CH2:35][CH2:36][F:37].C([O-])([O-])=O.[K+].[K+]. The catalyst is CN(C=O)C.CCOC(C)=O. The product is [F:37][CH2:36][CH2:35][O:1][C:2]1[CH:3]=[C:4]([C:8]2[N:33]=[C:11]3[CH:12]=[C:13]([NH:16][C:17]([C:19]4[N:20]([CH3:32])[N:21]=[CH:22][C:23]=4[C:24]([N:26]4[CH2:27][CH2:28][O:29][CH2:30][CH2:31]4)=[O:25])=[O:18])[CH:14]=[CH:15][N:10]3[N:9]=2)[CH:5]=[CH:6][CH:7]=1. The yield is 0.230. (6) The reactants are [OH:1][C:2]1[CH:7]=[CH:6][C:5]([S:8][CH2:9][CH2:10][CH2:11][C:12]([OH:14])=O)=[CH:4][CH:3]=1.[OH:15][C:16]1[CH:24]=[CH:23][CH:22]=[CH:21][C:17]=1[CH2:18][NH:19][CH3:20]. No catalyst specified. The product is [OH:15][C:16]1[CH:24]=[CH:23][CH:22]=[CH:21][C:17]=1[CH2:18][N:19]([CH3:20])[C:12](=[O:14])[CH2:11][CH2:10][CH2:9][S:8][C:5]1[CH:4]=[CH:3][C:2]([OH:1])=[CH:7][CH:6]=1. The yield is 0.310. (7) The reactants are C([O-])(=O)C.[NH4+:5].[C:6]([CH2:8][C:9]([O:11]CC)=O)#[N:7].[CH3:14][CH:15]([CH3:19])[C:16](=O)[CH3:17].[N+:20]([C:23]1[CH:30]=[CH:29][C:26]([CH:27]=O)=[CH:25][CH:24]=1)([O-:22])=[O:21]. No catalyst specified. The product is [CH:15]([C:16]1[NH:5][C:9](=[O:11])[C:8]([C:6]#[N:7])=[C:27]([C:26]2[CH:29]=[CH:30][C:23]([N+:20]([O-:22])=[O:21])=[CH:24][CH:25]=2)[CH:17]=1)([CH3:19])[CH3:14]. The yield is 0.150. (8) The reactants are [NH:1]1[CH2:6][CH2:5][CH2:4][C@@H:3]([C:7]([OH:9])=[O:8])[CH2:2]1.C(=O)(O)[O-].[Na+].Cl[C:16]([O:18][CH2:19][C:20]1[CH:25]=[CH:24][CH:23]=[CH:22][CH:21]=1)=[O:17]. The catalyst is C1COCC1.O. The product is [CH2:19]([O:18][C:16]([N:1]1[CH2:6][CH2:5][CH2:4][C@@H:3]([C:7]([OH:9])=[O:8])[CH2:2]1)=[O:17])[C:20]1[CH:25]=[CH:24][CH:23]=[CH:22][CH:21]=1. The yield is 0.360.